From a dataset of Reaction yield outcomes from USPTO patents with 853,638 reactions. Predict the reaction yield, written as a fraction of the theoretical maximum amount of product (1.0 means a 100% yield; for example, 0.34 means a 34% yield). (1) The reactants are Br[C:2]1[CH:7]=[CH:6][C:5]([C:8]2([O:11][CH:12]([CH3:14])[CH3:13])[CH2:10][CH2:9]2)=[C:4]([CH2:15][CH3:16])[CH:3]=1.[CH3:17][Si:18]([C:21]#[CH:22])([CH3:20])[CH3:19]. The catalyst is C(N(CC)CC)C.[Cu]I.Cl[Pd](Cl)([P](C1C=CC=CC=1)(C1C=CC=CC=1)C1C=CC=CC=1)[P](C1C=CC=CC=1)(C1C=CC=CC=1)C1C=CC=CC=1. The product is [CH:12]([O:11][C:8]1([C:5]2[CH:6]=[CH:7][C:2]([C:22]#[C:21][Si:18]([CH3:20])([CH3:19])[CH3:17])=[CH:3][C:4]=2[CH2:15][CH3:16])[CH2:10][CH2:9]1)([CH3:14])[CH3:13]. The yield is 0.990. (2) The reactants are [NH2:1][C@@H:2]([C:5]([OH:7])=[O:6])[CH2:3][OH:4].[CH3:8][CH:9]([CH3:27])[CH2:10][C:11]([O:13][CH2:14][CH2:15][O:16][C:17](ON1C(=O)CCC1=O)=[O:18])=[O:12]. No catalyst specified. The product is [OH:4][CH2:3][C@@H:2]([NH:1][C:17]([O:16][CH2:15][CH2:14][O:13][C:11](=[O:12])[CH2:10][CH:9]([CH3:8])[CH3:27])=[O:18])[C:5]([OH:7])=[O:6]. The yield is 0.590. (3) The reactants are C(O)C.[CH:4]1([CH2:7][O:8][C:9]2[CH:10]=[C:11]([C:19](=O)[CH2:20][CH:21]([C:27](=O)[CH2:28][O:29][CH2:30][C:31]3[CH:36]=[CH:35][C:34]([O:37][CH3:38])=[CH:33][CH:32]=3)[C:22]([O:24][CH2:25][CH3:26])=[O:23])[CH:12]=[CH:13][C:14]=2[O:15][CH:16]([F:18])[F:17])[CH2:6][CH2:5]1.C([O-])(=O)C.[NH4+:45]. The catalyst is O. The product is [CH:4]1([CH2:7][O:8][C:9]2[CH:10]=[C:11]([C:19]3[NH:45][C:27]([CH2:28][O:29][CH2:30][C:31]4[CH:36]=[CH:35][C:34]([O:37][CH3:38])=[CH:33][CH:32]=4)=[C:21]([C:22]([O:24][CH2:25][CH3:26])=[O:23])[CH:20]=3)[CH:12]=[CH:13][C:14]=2[O:15][CH:16]([F:18])[F:17])[CH2:6][CH2:5]1. The yield is 0.770. (4) The reactants are C(OC([NH:8][CH2:9][CH:10]1[CH2:15][CH2:14][N:13]([CH2:16][C:17]2[CH:18]=[CH:19][C:20]3[NH:24]/[C:23](=[N:25]\[C:26](=[O:34])[C:27]4[CH:32]=[CH:31][C:30]([F:33])=[CH:29][CH:28]=4)/[N:22]([C@@H:35]4[CH2:40][CH2:39][C@H:38]([C:41](O)=[O:42])[CH2:37][CH2:36]4)[C:21]=3[CH:44]=2)[CH2:12][CH2:11]1)=O)(C)(C)C.S(Cl)(Cl)=O.[CH:49]([NH2:52])([CH3:51])[CH3:50].Cl. The catalyst is C1COCC1. The product is [NH2:8][CH2:9][CH:10]1[CH2:15][CH2:14][N:13]([CH2:16][C:17]2[CH:18]=[CH:19][C:20]3[NH:24]/[C:23](=[N:25]\[C:26](=[O:34])[C:27]4[CH:28]=[CH:29][C:30]([F:33])=[CH:31][CH:32]=4)/[N:22]([C@H:35]4[CH2:36][CH2:37][C@@H:38]([C:41](=[O:42])[NH:52][CH:49]([CH3:51])[CH3:50])[CH2:39][CH2:40]4)[C:21]=3[CH:44]=2)[CH2:12][CH2:11]1. The yield is 0.583. (5) The reactants are [O:1]1[C:5]2[CH:6]=[CH:7][CH:8]=[CH:9][C:4]=2[C:3]([C:10]2[C:19]([N:20]([CH:22]([CH3:24])[CH3:23])[CH3:21])=[N:18][C:17]3[C:12](=[CH:13][CH:14]=[C:15]([C:25]([O:27]C)=[O:26])[CH:16]=3)[N:11]=2)=[CH:2]1.[OH-].[Na+].Cl. The catalyst is O1CCCC1.O. The product is [O:1]1[C:5]2[CH:6]=[CH:7][CH:8]=[CH:9][C:4]=2[C:3]([C:10]2[C:19]([N:20]([CH:22]([CH3:24])[CH3:23])[CH3:21])=[N:18][C:17]3[C:12](=[CH:13][CH:14]=[C:15]([C:25]([OH:27])=[O:26])[CH:16]=3)[N:11]=2)=[CH:2]1. The yield is 0.370.